This data is from Full USPTO retrosynthesis dataset with 1.9M reactions from patents (1976-2016). The task is: Predict the reactants needed to synthesize the given product. (1) Given the product [CH3:1][O:2][C:3]1[CH:4]=[C:5]2[C:10](=[CH:11][C:12]=1[O:13][CH3:14])[N:9]=[CH:8][CH:7]=[C:6]2[O:15][C:16]1[CH:22]=[CH:21][C:19]([NH:20][C:37]([NH:45][C:46]2[S:47][C:48]([CH3:51])=[N:49][N:50]=2)=[O:43])=[C:18]([F:23])[CH:17]=1, predict the reactants needed to synthesize it. The reactants are: [CH3:1][O:2][C:3]1[CH:4]=[C:5]2[C:10](=[CH:11][C:12]=1[O:13][CH3:14])[N:9]=[CH:8][CH:7]=[C:6]2[O:15][C:16]1[CH:22]=[CH:21][C:19]([NH2:20])=[C:18]([F:23])[CH:17]=1.C(N(C(C)C)CC)(C)C.ClC(Cl)(O[C:37](=[O:43])OC(Cl)(Cl)Cl)Cl.[NH2:45][C:46]1[S:47][C:48]([CH3:51])=[N:49][N:50]=1. (2) Given the product [CH3:1][C:2]1[C:7]([O:8][CH3:9])=[C:6]([OH:10])[C:5]2[C@H:11]3[N:33]([CH3:34])[C@@H:31]([CH2:32][C:4]=2[CH:3]=1)[C@H:30]([OH:59])[N:29]1[C@H:12]3[C@H:13]2[S:43][CH2:42][C@:41]3([NH:52][CH2:51][CH2:50][C:49]4[C:44]3=[CH:45][C:46]([O:54][CH3:55])=[C:47]([OH:53])[CH:48]=4)[C:39](=[O:40])[O:38][CH2:37][C@@H:28]1[C:15]1[C:16]3[O:27][CH2:26][O:25][C:17]=3[C:18]([CH3:24])=[C:19]([O:20][C:21]([CH3:23])=[O:22])[C:14]2=1, predict the reactants needed to synthesize it. The reactants are: [CH3:1][C:2]1[C:7]([O:8][CH3:9])=[C:6]([OH:10])[C:5]2[C@H:11]3[N:33]([CH3:34])[C@@H:31]([CH2:32][C:4]=2[CH:3]=1)[C@H:30](C#N)[N:29]1[C@H:12]3[C@@H:13]2[S:43][CH2:42][C@:41]3([NH:52][CH2:51][CH2:50][C:49]4[C:44]3=[CH:45][C:46]([O:54][CH3:55])=[C:47]([OH:53])[CH:48]=4)[C:39](=[O:40])[O:38][CH2:37][C@H:28]1[C:15]1[C:16]3[O:27][CH2:26][O:25][C:17]=3[C:18]([CH3:24])=[C:19]([O:20][C:21]([CH3:23])=[O:22])[C:14]2=1.[Cl-].[Na+].C(=O)([O-])[OH:59].[Na+]. (3) Given the product [Cl:24][C:10]1[N:11]=[N:12][C:13]([CH3:14])=[C:8]([C:5]2[CH:6]=[CH:7][C:2]([Cl:1])=[CH:3][CH:4]=2)[C:9]=1[C:16]1[N:21]=[CH:20][CH:19]=[CH:18][N:17]=1, predict the reactants needed to synthesize it. The reactants are: [Cl:1][C:2]1[CH:7]=[CH:6][C:5]([C:8]2[C:13]([CH3:14])=[N:12][NH:11][C:10](=O)[C:9]=2[C:16]2[N:21]=[CH:20][CH:19]=[CH:18][N:17]=2)=[CH:4][CH:3]=1.P(Cl)(Cl)([Cl:24])=O. (4) Given the product [CH2:1]([N:8]1[CH:16]=[C:15]2[C:10]([CH:11]=[C:12]([C:17]3[CH:18]=[C:19]([CH2:27][C:28]4[CH:37]=[C:36]5[C:31]([CH2:32][CH2:33][N:34]([CH:41]6[CH2:43][CH2:42]6)[CH2:35]5)=[CH:30][CH:29]=4)[N:20]4[C:25]=3[C:24]([NH2:26])=[N:23][CH:22]=[N:21]4)[CH:13]=[CH:14]2)=[N:9]1)[C:2]1[CH:3]=[CH:4][CH:5]=[CH:6][CH:7]=1, predict the reactants needed to synthesize it. The reactants are: [CH2:1]([N:8]1[CH:16]=[C:15]2[C:10]([CH:11]=[C:12]([C:17]3[CH:18]=[C:19]([CH2:27][C:28]4[CH:37]=[C:36]5[C:31]([CH2:32][CH2:33][NH:34][CH2:35]5)=[CH:30][CH:29]=4)[N:20]4[C:25]=3[C:24]([NH2:26])=[N:23][CH:22]=[N:21]4)[CH:13]=[CH:14]2)=[N:9]1)[C:2]1[CH:7]=[CH:6][CH:5]=[CH:4][CH:3]=1.C(O[C:41]1(O[Si](C)(C)C)[CH2:43][CH2:42]1)C.C(O)(=O)C.C([BH3-])#N.[Na+]. (5) Given the product [NH2:1][C:2]1[CH:3]=[CH:4][C:5]([C@H:13]2[CH2:18][CH2:17][C@@H:16]([OH:19])[CH2:15][CH2:14]2)=[C:6]2[C:10]=1[C:9](=[O:11])[N:8]([CH3:12])[CH2:7]2, predict the reactants needed to synthesize it. The reactants are: [NH2:1][C:2]1[CH:3]=[CH:4][C:5]([CH:13]2[CH2:18][CH2:17][C:16](=[O:19])[CH2:15][CH2:14]2)=[C:6]2[C:10]=1[C:9](=[O:11])[N:8]([CH3:12])[CH2:7]2.[BH4-].[Na+]. (6) Given the product [N:1]1([CH2:7][CH2:8][CH2:9][N:10]2[C:18]3[C:13](=[CH:14][CH:15]=[C:16]([NH:19][C:25]([C:27]4[S:28][CH:29]=[CH:30][CH:31]=4)=[NH:26])[CH:17]=3)[CH:12]=[CH:11]2)[CH2:6][CH2:5][O:4][CH2:3][CH2:2]1, predict the reactants needed to synthesize it. The reactants are: [N:1]1([CH2:7][CH2:8][CH2:9][N:10]2[C:18]3[C:13](=[CH:14][CH:15]=[C:16]([N+:19]([O-])=O)[CH:17]=3)[CH:12]=[CH:11]2)[CH2:6][CH2:5][O:4][CH2:3][CH2:2]1.I.CS[C:25]([C:27]1[S:28][CH:29]=[CH:30][CH:31]=1)=[NH:26]. (7) The reactants are: C(Cl)(=O)C(Cl)=O.[I:7][C:8]1[CH:16]=[C:15]([Cl:17])[CH:14]=[CH:13][C:9]=1[C:10]([OH:12])=O.C(N(CC)CC)C.[CH2:25]([NH:27][C:28]1[CH:33]=[CH:32][CH:31]=[CH:30][CH:29]=1)[CH3:26]. Given the product [Cl:17][C:15]1[CH:14]=[CH:13][C:9]([C:10]([N:27]([CH2:25][CH3:26])[C:28]2[CH:33]=[CH:32][CH:31]=[CH:30][CH:29]=2)=[O:12])=[C:8]([I:7])[CH:16]=1, predict the reactants needed to synthesize it. (8) Given the product [CH3:1][O:2][C:3]1[CH:8]=[C:7]([O:9][C:10]([F:12])([F:13])[F:11])[CH:6]=[CH:5][C:4]=1[C:14]1[N:19]=[C:18]([NH2:20])[C:17]([NH2:21])=[CH:16][C:15]=1[CH3:24], predict the reactants needed to synthesize it. The reactants are: [CH3:1][O:2][C:3]1[CH:8]=[C:7]([O:9][C:10]([F:13])([F:12])[F:11])[CH:6]=[CH:5][C:4]=1[C:14]1[N:19]=[C:18]([NH2:20])[C:17]([N+:21]([O-])=O)=[CH:16][C:15]=1[CH3:24].Cl[Sn]Cl.O.[OH-].[Na+]. (9) Given the product [NH:1]1[C:9]2[C:4](=[CH:5][CH:6]=[CH:7][CH:8]=2)[CH:3]=[C:2]1[C:10]([NH2:15])=[O:12], predict the reactants needed to synthesize it. The reactants are: [NH:1]1[C:9]2[C:4](=[CH:5][CH:6]=[CH:7][CH:8]=2)[CH:3]=[C:2]1[C:10]([OH:12])=O.CC[N:15](C(C)C)C(C)C.CN(C(ON1N=NC2C=CC=NC1=2)=[N+](C)C)C.F[P-](F)(F)(F)(F)F.[NH4+].[Cl-].